Dataset: Catalyst prediction with 721,799 reactions and 888 catalyst types from USPTO. Task: Predict which catalyst facilitates the given reaction. Reactant: [Br:1][C:2]1[C:3]([C:18]([F:21])([F:20])[F:19])=[CH:4][C:5]([N:8]2[C:12](=[O:13])[C:11]([CH3:14])=[C:10]([O:15][CH3:16])[C:9]2=[O:17])=[N:6][CH:7]=1.[BH4-].[Na+].Cl. Product: [Br:1][C:2]1[C:3]([C:18]([F:21])([F:19])[F:20])=[CH:4][C:5]([N:8]2[C:12](=[O:13])[C:11]([CH3:14])=[C:10]([O:15][CH3:16])[CH:9]2[OH:17])=[N:6][CH:7]=1. The catalyst class is: 24.